This data is from Full USPTO retrosynthesis dataset with 1.9M reactions from patents (1976-2016). The task is: Predict the reactants needed to synthesize the given product. (1) The reactants are: C(OCC[NH:6][C:7]1[CH:12]=[CH:11][CH:10]=[CH:9][C:8]=1[N+:13]([O-])=O)C.C(O)C.[OH-].[Na+].[C:21]([O:24][CH2:25][CH3:26])(=O)[CH3:22]. Given the product [CH2:21]([O:24][CH2:25][CH2:26][C:7]1([NH2:6])[CH:12]=[CH:11][CH:10]=[CH:9][CH:8]1[NH2:13])[CH3:22], predict the reactants needed to synthesize it. (2) Given the product [NH:1]([CH:8]1[CH2:9][C:10](=[O:11])[C:12]2[C:13](=[N:14][C:15]([Cl:18])=[CH:16][CH:17]=2)[N:20]1[C:21]1[CH:26]=[CH:25][CH:24]=[CH:23][CH:22]=1)[C:2]1[CH:7]=[CH:6][CH:5]=[CH:4][CH:3]=1, predict the reactants needed to synthesize it. The reactants are: [NH:1]([C:8]([NH:20][C:21]1[CH:26]=[CH:25][CH:24]=[CH:23][CH:22]=1)=[CH:9][C:10]([C:12]1[C:13](Cl)=[N:14][C:15]([Cl:18])=[CH:16][CH:17]=1)=[O:11])[C:2]1[CH:7]=[CH:6][CH:5]=[CH:4][CH:3]=1.[H-].[Na+]. (3) Given the product [OH:19][N:18]=[C:1]([C:6]1[CH:16]=[CH:15][C:9]([C:10]([O:12][CH2:13][CH3:14])=[O:11])=[CH:8][CH:7]=1)[CH:2]([CH3:4])[CH3:3], predict the reactants needed to synthesize it. The reactants are: [C:1]([C:6]1[CH:16]=[CH:15][C:9]([C:10]([O:12][CH2:13][CH3:14])=[O:11])=[CH:8][CH:7]=1)(=O)[CH:2]([CH3:4])[CH3:3].Cl.[NH2:18][OH:19].C([O-])(=O)C.[Na+]. (4) The reactants are: [CH3:1][C:2]([C:4]1[CH:9]=[C:8]([O:10][CH3:11])[C:7]([O:12][CH3:13])=[C:6]([O:14][CH3:15])[CH:5]=1)=[O:3].[Br:16]Br. Given the product [Br:16][CH2:1][C:2]([C:4]1[CH:5]=[C:6]([O:14][CH3:15])[C:7]([O:12][CH3:13])=[C:8]([O:10][CH3:11])[CH:9]=1)=[O:3], predict the reactants needed to synthesize it. (5) Given the product [CH2:1]([O:3][C:4](=[O:18])[CH2:5][S:6][C:7]1[NH:11][C:10]2[C:12]([CH:31]=[O:32])=[C:13]([O:16][CH3:17])[CH:14]=[CH:15][C:9]=2[N:8]=1)[CH3:2], predict the reactants needed to synthesize it. The reactants are: [CH2:1]([O:3][C:4](=[O:18])[CH2:5][S:6][C:7]1[NH:11][C:10]2[CH:12]=[C:13]([O:16][CH3:17])[CH:14]=[CH:15][C:9]=2[N:8]=1)[CH3:2].C1N2CN3CN(C2)CN1C3.FC(F)(F)[C:31](O)=[O:32].